From a dataset of Forward reaction prediction with 1.9M reactions from USPTO patents (1976-2016). Predict the product of the given reaction. (1) Given the reactants [CH3:1][O:2][C:3]1[CH:8]=[CH:7][CH:6]=[CH:5][C:4]=1[C:9]1[N:17]2[C:12]([CH:13]=[N:14][C:15]([C:18]#N)=[N:16]2)=[CH:11][CH:10]=1.[OH-:20].[Na+].Cl.[OH2:23], predict the reaction product. The product is: [CH3:1][O:2][C:3]1[CH:8]=[CH:7][CH:6]=[CH:5][C:4]=1[C:9]1[N:17]2[C:12]([CH:13]=[N:14][C:15]([C:18]([OH:23])=[O:20])=[N:16]2)=[CH:11][CH:10]=1. (2) Given the reactants [CH2:1]([N:8]([CH3:28])[C:9]([CH:11]1[CH2:16][CH2:15][N:14]([C:17]([C:19]2[NH:20][C:21]3[C:26]([CH:27]=2)=[CH:25][CH:24]=[CH:23][CH:22]=3)=[O:18])[CH2:13][CH2:12]1)=[O:10])[C:2]1[CH:7]=[CH:6][CH:5]=[CH:4][CH:3]=1.[H-].[Na+].I[CH2:32][C:33]1[CH:40]=[CH:39][C:36]([C:37]#[N:38])=[CH:35][CH:34]=1, predict the reaction product. The product is: [CH2:1]([N:8]([CH3:28])[C:9]([CH:11]1[CH2:16][CH2:15][N:14]([C:17]([C:19]2[N:20]([CH2:32][C:33]3[CH:40]=[CH:39][C:36]([C:37]#[N:38])=[CH:35][CH:34]=3)[C:21]3[C:26]([CH:27]=2)=[CH:25][CH:24]=[CH:23][CH:22]=3)=[O:18])[CH2:13][CH2:12]1)=[O:10])[C:2]1[CH:7]=[CH:6][CH:5]=[CH:4][CH:3]=1. (3) Given the reactants COC[O:4][C:5]1[CH:6]=[CH:7][C:8]([O:16][CH2:17][CH:18]2[CH2:20][O:19]2)=[C:9]([CH:15]=1)[C:10]([O:12][CH2:13][CH3:14])=[O:11].[C:21]1([C:27]2[C:35]3[C:34]([N:36]4[CH2:41][CH2:40][CH:39]([NH2:42])[CH2:38][CH2:37]4)=[N:33][CH:32]=[N:31][C:30]=3[S:29][CH:28]=2)[CH:26]=[CH:25][CH:24]=[CH:23][CH:22]=1, predict the reaction product. The product is: [OH:4][C:5]1[CH:6]=[CH:7][C:8]([O:16][CH2:17][CH:18]([OH:19])[CH2:20][NH:42][CH:39]2[CH2:40][CH2:41][N:36]([C:34]3[C:35]4[C:27]([C:21]5[CH:26]=[CH:25][CH:24]=[CH:23][CH:22]=5)=[CH:28][S:29][C:30]=4[N:31]=[CH:32][N:33]=3)[CH2:37][CH2:38]2)=[C:9]([CH:15]=1)[C:10]([O:12][CH2:13][CH3:14])=[O:11].